This data is from Forward reaction prediction with 1.9M reactions from USPTO patents (1976-2016). The task is: Predict the product of the given reaction. (1) Given the reactants [CH3:1][N:2]1[CH2:7][CH2:6][C:5](=[O:8])[CH2:4][CH2:3]1.[F:9][C:10]1[CH:17]=[CH:16][CH:15]=[C:14]([F:18])[C:11]=1[CH:12]=O.[OH-].[Na+], predict the reaction product. The product is: [F:9][C:10]1[CH:17]=[CH:16][CH:15]=[C:14]([F:18])[C:11]=1[CH:12]=[C:4]1[C:5](=[O:8])[C:6](=[CH:12][C:11]2[C:10]([F:9])=[CH:17][CH:16]=[CH:15][C:14]=2[F:18])[CH2:7][N:2]([CH3:1])[CH2:3]1. (2) Given the reactants Cl.Cl.[NH2:3][CH2:4][CH2:5][N:6]1[C:14]2[C:13]([NH:15][C:16]3[CH:21]=[CH:20][C:19]([O:22][C:23]4[CH:28]=[CH:27][CH:26]=[C:25]([S:29]([CH2:32][CH:33]5[CH2:35][CH2:34]5)(=[O:31])=[O:30])[CH:24]=4)=[C:18]([Cl:36])[CH:17]=3)=[N:12][CH:11]=[N:10][C:9]=2[CH:8]=[CH:7]1.[CH3:37][S:38]([CH2:41][C:42](O)=[O:43])(=[O:40])=[O:39].Cl.C(N=C=NCCCN(C)C)C.O.ON1C2C=CC=CC=2N=N1.Cl.C(OCC)(=O)C, predict the reaction product. The product is: [ClH:36].[Cl:36][C:18]1[CH:17]=[C:16]([NH:15][C:13]2[C:14]3[N:6]([CH2:5][CH2:4][NH:3][C:42](=[O:43])[CH2:41][S:38]([CH3:37])(=[O:40])=[O:39])[CH:7]=[CH:8][C:9]=3[N:10]=[CH:11][N:12]=2)[CH:21]=[CH:20][C:19]=1[O:22][C:23]1[CH:28]=[CH:27][CH:26]=[C:25]([S:29]([CH2:32][CH:33]2[CH2:35][CH2:34]2)(=[O:31])=[O:30])[CH:24]=1. (3) The product is: [Br:11][C:12]1[C:26]([CH3:27])=[CH:25][C:15]([O:16][CH2:17][O:18][CH2:19][CH2:20][Si:21]([CH3:24])([CH3:23])[CH3:22])=[C:14]([Cl:10])[CH:13]=1. Given the reactants BrC1C(C)=CC(O)=CC=1[Cl:10].[Br:11][C:12]1[C:26]([CH3:27])=[CH:25][C:15]([O:16][CH2:17][O:18][CH2:19][CH2:20][Si:21]([CH3:24])([CH3:23])[CH3:22])=[C:14](OC)[CH:13]=1, predict the reaction product. (4) The product is: [C:1]([O:5][C:6](=[O:26])[N:7]([CH:9]1[CH2:14][CH2:13][CH:12]([N:15]([CH2:16][C:17]2[CH:22]=[C:21]([Br:23])[CH:20]=[CH:19][C:18]=2[O:24][CH3:25])[C:33]([C:32]2[S:31][C:30]3[C:36]([F:41])=[CH:37][CH:38]=[C:39]([F:40])[C:29]=3[C:28]=2[Cl:27])=[O:34])[CH2:11][CH2:10]1)[CH3:8])([CH3:4])([CH3:3])[CH3:2]. Given the reactants [C:1]([O:5][C:6](=[O:26])[N:7]([CH:9]1[CH2:14][CH2:13][CH:12]([NH:15][CH2:16][C:17]2[CH:22]=[C:21]([Br:23])[CH:20]=[CH:19][C:18]=2[O:24][CH3:25])[CH2:11][CH2:10]1)[CH3:8])([CH3:4])([CH3:3])[CH3:2].[Cl:27][C:28]1[C:29]2[C:39]([F:40])=[CH:38][CH:37]=[C:36]([F:41])[C:30]=2[S:31][C:32]=1[C:33](Cl)=[O:34], predict the reaction product. (5) Given the reactants C([O:8][C:9]1[CH:37]=[CH:36][C:12]([C:13]([NH:15][CH2:16][C:17]([NH:19][C@H:20]2[CH2:25][CH2:24][C@@H:23]([C:26]([O:28][C:29]([CH3:32])([CH3:31])[CH3:30])=[O:27])[CH2:22][C@H:21]2[C:33]([OH:35])=[O:34])=[O:18])=[O:14])=[CH:11][C:10]=1[C:38]([CH3:41])([CH3:40])[CH3:39])C1C=CC=CC=1.[H][H], predict the reaction product. The product is: [C:29]([O:28][C:26]([C@H:23]1[CH2:22][C@@H:21]([C:33]([OH:35])=[O:34])[C@@H:20]([NH:19][C:17](=[O:18])[CH2:16][NH:15][C:13](=[O:14])[C:12]2[CH:36]=[CH:37][C:9]([OH:8])=[C:10]([C:38]([CH3:41])([CH3:40])[CH3:39])[CH:11]=2)[CH2:25][CH2:24]1)=[O:27])([CH3:32])([CH3:30])[CH3:31].